Dataset: Forward reaction prediction with 1.9M reactions from USPTO patents (1976-2016). Task: Predict the product of the given reaction. (1) Given the reactants [NH2:1][CH2:2][C:3]1[N:4]=[C:5]([N:13]2[CH2:18][CH2:17][CH:16]([NH:19][C:20]([C:22]3[NH:23][C:24]([CH3:29])=[C:25]([Cl:28])[C:26]=3[Cl:27])=[O:21])[CH2:15][CH2:14]2)[S:6][C:7]=1[C:8]([O:10]CC)=[O:9].[CH2:30]([N:32]=[C:33]=[O:34])[CH3:31], predict the reaction product. The product is: [Cl:27][C:26]1[C:25]([Cl:28])=[C:24]([CH3:29])[NH:23][C:22]=1[C:20]([NH:19][CH:16]1[CH2:15][CH2:14][N:13]([C:5]2[S:6][C:7]([C:8]([OH:10])=[O:9])=[C:3]([CH2:2][NH:1][C:33]([NH:32][CH2:30][CH3:31])=[O:34])[N:4]=2)[CH2:18][CH2:17]1)=[O:21]. (2) Given the reactants [OH:1][C@H:2]1[C:18]([CH3:20])([CH3:19])[O:17][C:5]2=[CH:6][C:7]3[C:8]([CH3:16])=[CH:9][C:10]([C:14]#[N:15])=[N:11][C:12]=3[CH:13]=[C:4]2[C@H:3]1[NH:21][CH2:22][CH2:23][C:24]1[CH:29]=[CH:28][CH:27]=[CH:26][CH:25]=1, predict the reaction product. The product is: [NH2:15][CH2:14][C:10]1[CH:9]=[C:8]([CH3:16])[C:7]2[CH:6]=[C:5]3[O:17][C:18]([CH3:20])([CH3:19])[C@H:2]([OH:1])[C@@H:3]([NH:21][CH2:22][CH2:23][C:24]4[CH:29]=[CH:28][CH:27]=[CH:26][CH:25]=4)[C:4]3=[CH:13][C:12]=2[N:11]=1. (3) Given the reactants [C:1]([C:4]1[CH:36]=[CH:35][C:7]2[N:8]([C:13]3[CH:18]=[CH:17][C:16]([CH2:19][CH2:20][NH:21][C:22]([NH:24][S:25]([C:28]4[CH:33]=[CH:32][C:31]([CH3:34])=[CH:30][CH:29]=4)(=[O:27])=[O:26])=[O:23])=[CH:15][CH:14]=3)[C:9]([CH2:11][CH3:12])=[N:10][C:6]=2[CH:5]=1)(=[O:3])[CH3:2].[CH3:37][Mg]I.O, predict the reaction product. The product is: [CH2:11]([C:9]1[N:8]([C:13]2[CH:14]=[CH:15][C:16]([CH2:19][CH2:20][NH:21][C:22]([NH:24][S:25]([C:28]3[CH:33]=[CH:32][C:31]([CH3:34])=[CH:30][CH:29]=3)(=[O:26])=[O:27])=[O:23])=[CH:17][CH:18]=2)[C:7]2[CH:35]=[CH:36][C:4]([C:1]([OH:3])([CH3:37])[CH3:2])=[CH:5][C:6]=2[N:10]=1)[CH3:12]. (4) Given the reactants C(OC(=O)[NH:7][C@H:8]([CH2:24][NH:25][OH:26])[CH2:9][C:10]1[CH:15]=[CH:14][C:13]([O:16][C:17]2[CH:22]=[CH:21][C:20]([Cl:23])=[CH:19][CH:18]=2)=[CH:12][CH:11]=1)(C)(C)C.Cl.O1CCOCC1, predict the reaction product. The product is: [ClH:23].[NH2:7][C@@H:8]([CH2:9][C:10]1[CH:15]=[CH:14][C:13]([O:16][C:17]2[CH:18]=[CH:19][C:20]([Cl:23])=[CH:21][CH:22]=2)=[CH:12][CH:11]=1)[CH2:24][NH:25][OH:26]. (5) Given the reactants Cl[C:2]1[N:3]=[CH:4][C:5]([O:32][CH3:33])=[C:6]2[C:10]([C:11](=[O:31])[C:12]([N:14]3[CH2:19][CH2:18][N:17]([C:20]4[N:24]([C:25]5[CH:30]=[CH:29][CH:28]=[CH:27][N:26]=5)[N:23]=[N:22][N:21]=4)[CH2:16][CH2:15]3)=[O:13])=[CH:9][NH:8][C:7]=12.C([N:36]([CH2:39][CH3:40])[CH2:37]C)C.[OH2:41].[CH:42]1(N)CC1, predict the reaction product. The product is: [CH:39]1([NH:36][C:37]([C:2]2[N:3]=[CH:4][C:5]([O:32][CH3:33])=[C:6]3[C:10]([C:11](=[O:31])[C:12](=[O:13])[N:14]4[CH2:15][CH2:16][N:17]([C:20]5[N:24]([C:25]6[CH:30]=[CH:29][CH:28]=[CH:27][N:26]=6)[N:23]=[N:22][N:21]=5)[CH2:18][CH2:19]4)=[CH:9][NH:8][C:7]=23)=[O:41])[CH2:40][CH2:42]1. (6) Given the reactants [H-].[Na+].[F:3][C:4]([F:8])([F:7])[CH2:5][OH:6].Cl[C:10]1[CH:15]=[C:14](Cl)[N:13]=[C:12]([NH:17][C:18](=[O:30])[NH:19][C:20]2[CH:25]=[CH:24][C:23]([C:26]([F:29])([F:28])[F:27])=[CH:22][CH:21]=2)[N:11]=1, predict the reaction product. The product is: [F:3][C:4]([F:8])([F:7])[CH2:5][O:6][C:10]1[CH:15]=[C:14]([O:6][CH2:5][C:4]([F:8])([F:7])[F:3])[N:13]=[C:12]([NH:17][C:18](=[O:30])[NH:19][C:20]2[CH:25]=[CH:24][C:23]([C:26]([F:29])([F:28])[F:27])=[CH:22][CH:21]=2)[N:11]=1. (7) Given the reactants Br[C:2]1[CH:7]=[CH:6][CH:5]=[C:4]([Br:8])[CH:3]=1.[NH:9]1[CH2:19][CH2:18][CH:12]([C:13]([O:15][CH2:16][CH3:17])=[O:14])[CH2:11][CH2:10]1.C1C=CC(P(C2C(C3C(P(C4C=CC=CC=4)C4C=CC=CC=4)=CC=C4C=3C=CC=C4)=C3C(C=CC=C3)=CC=2)C2C=CC=CC=2)=CC=1.CC([O-])(C)C.[Na+], predict the reaction product. The product is: [Br:8][C:4]1[CH:3]=[C:2]([N:9]2[CH2:19][CH2:18][CH:12]([C:13]([O:15][CH2:16][CH3:17])=[O:14])[CH2:11][CH2:10]2)[CH:7]=[CH:6][CH:5]=1. (8) Given the reactants [NH2:1][C:2]1[CH:3]=[C:4]([CH:8]=[C:9]([C:11]2[O:12][CH:13]=[CH:14][N:15]=2)[CH:10]=1)[C:5]([OH:7])=[O:6].[C:16](Cl)([O:18][CH2:19][C:20]1[CH:25]=[CH:24][CH:23]=[CH:22][CH:21]=1)=[O:17].C(=O)(O)[O-].[Na+].Cl, predict the reaction product. The product is: [CH2:19]([O:18][C:16]([NH:1][C:2]1[CH:3]=[C:4]([CH:8]=[C:9]([C:11]2[O:12][CH:13]=[CH:14][N:15]=2)[CH:10]=1)[C:5]([OH:7])=[O:6])=[O:17])[C:20]1[CH:25]=[CH:24][CH:23]=[CH:22][CH:21]=1. (9) Given the reactants [O:1]1[CH:5]=[CH:4][CH:3]=[C:2]1[C:6]1[N:19]=[C:9]2[N:10]=[C:11](S(C)(=O)=O)[N:12]=[C:13]([NH2:14])[N:8]2[N:7]=1.[NH2:20][CH2:21][C@H:22]1[CH2:26][CH2:25][CH2:24][N:23]1[C:27]([O:29][C:30]([CH3:33])([CH3:32])[CH3:31])=[O:28], predict the reaction product. The product is: [C:30]([O:29][C:27]([N:23]1[CH2:24][CH2:25][CH2:26][CH:22]1[CH2:21][NH:20][C:11]1[N:12]=[C:13]([NH2:14])[N:8]2[N:7]=[C:6]([C:2]3[O:1][CH:5]=[CH:4][CH:3]=3)[N:19]=[C:9]2[N:10]=1)=[O:28])([CH3:33])([CH3:32])[CH3:31].